Task: Predict the product of the given reaction.. Dataset: Forward reaction prediction with 1.9M reactions from USPTO patents (1976-2016) (1) Given the reactants [CH2:1]([C:3]1[N:4]=[C:5]2[C:10](=[C:11]3[C:16]=1[CH:15]=[C:14]([F:17])[CH:13]=[CH:12]3)[CH:9]=[CH:8][CH:7]=[CH:6]2)[CH3:2].[BH4-].[Na+].FC(F)(F)C(O)=O.C1C=CC2C3C=CC=CC=3NCC=2C=1.C(N(CC)CC)C.[CH3:48][O:49][C:50]1[CH:55]=[CH:54][C:53]([S:56](Cl)(=[O:58])=[O:57])=[CH:52][CH:51]=1, predict the reaction product. The product is: [CH:14]1[CH:13]=[CH:12][C:11]2[C:10]3[CH:9]=[CH:8][CH:7]=[CH:6][C:5]=3[NH:4][CH2:3][C:16]=2[CH:15]=1.[CH2:1]([CH:3]1[C:16]2[C:11](=[CH:12][CH:13]=[C:14]([F:17])[CH:15]=2)[C:10]2[CH:9]=[CH:8][CH:7]=[CH:6][C:5]=2[N:4]1[S:56]([C:53]1[CH:52]=[CH:51][C:50]([O:49][CH3:48])=[CH:55][CH:54]=1)(=[O:58])=[O:57])[CH3:2]. (2) Given the reactants [OH:1][C@H:2]([CH3:6])[C:3]([NH2:5])=O.F[B-](F)(F)F.C([O+](CC)CC)C.N[C:20]1[C:21]([NH:29][C@H:30]2[CH2:35][CH2:34][C@H:33]([CH2:36][S:37]([NH:40][CH3:41])(=[O:39])=[O:38])[CH2:32][CH2:31]2)=[C:22]2[S:28][CH:27]=[CH:26][C:23]2=[N:24][CH:25]=1, predict the reaction product. The product is: [OH:1][C@@H:2]([C:3]1[N:29]([C@H:30]2[CH2:31][CH2:32][C@H:33]([CH2:36][S:37]([NH:40][CH3:41])(=[O:38])=[O:39])[CH2:34][CH2:35]2)[C:21]2=[C:22]3[S:28][CH:27]=[CH:26][C:23]3=[N:24][CH:25]=[C:20]2[N:5]=1)[CH3:6]. (3) The product is: [CH3:1][O:2][C:3](=[O:29])[C:4]1[CH:5]=[CH:6][C:7]([CH2:10][CH:11]([C:12](=[O:13])[N:39]([C:31]2[O:30][C:35]3=[CH:36][CH:37]=[CH:38][C:34]3=[CH:33][CH:32]=2)[C:40]2[CH:41]=[CH:42][CH:43]=[CH:44][CH:45]=2)[CH2:21][C:22]2[CH:23]=[CH:24][C:25]([Br:28])=[CH:26][CH:27]=2)=[CH:8][CH:9]=1. Given the reactants [CH3:1][O:2][C:3](=[O:29])[C:4]1[CH:9]=[CH:8][C:7]([CH2:10][C:11]2([CH2:21][C:22]3[CH:27]=[CH:26][C:25]([Br:28])=[CH:24][CH:23]=3)C(=O)OC(C)(C)[O:13][C:12]2=O)=[CH:6][CH:5]=1.[O:30]1[C:35]2=[CH:36][CH:37]=[CH:38][C:34]2=[CH:33][CH:32]=[C:31]1[NH:39][C:40]1[CH:45]=[CH:44][CH:43]=[CH:42][CH:41]=1, predict the reaction product.